This data is from Reaction yield outcomes from USPTO patents with 853,638 reactions. The task is: Predict the reaction yield, written as a fraction of the theoretical maximum amount of product (1.0 means a 100% yield; for example, 0.34 means a 34% yield). (1) The reactants are [OH:1][CH2:2][CH:3]1[CH2:8][CH2:7][CH:6]([C:9]([O:11][CH3:12])=[O:10])[CH2:5][CH2:4]1.C([O-])(O)=O.[Na+].CC(OI1(OC(C)=O)(OC(C)=O)OC(=O)C2C=CC=CC1=2)=O.S([O-])([O-])(=O)=S.[Na+].[Na+]. The catalyst is C(Cl)Cl.CCOCC. The product is [CH:2]([CH:3]1[CH2:4][CH2:5][CH:6]([C:9]([O:11][CH3:12])=[O:10])[CH2:7][CH2:8]1)=[O:1]. The yield is 0.990. (2) The reactants are [CH3:1]I.[SH:3][C:4]1[CH:5]=[C:6]([CH:10]=[CH:11][CH:12]=1)C(O)=O.[C:13](=[O:16])([O-])[O-].[K+].[K+].CN([CH:22]=[O:23])C. The catalyst is C(OCC)(=O)C. The product is [CH3:13][O:16][C:22](=[O:23])[C:6]1[CH:10]=[CH:11][CH:12]=[C:4]([S:3][CH3:1])[CH:5]=1. The yield is 0.960. (3) The reactants are [C:1]([C:3]1[C:4]([C:20]([F:23])([F:22])[F:21])=[C:5]2[C:9](=[CH:10][CH:11]=1)[N:8]([CH2:12][C:13](=[NH:16])[NH:14][OH:15])[C:7]([CH2:17][CH2:18][CH3:19])=[CH:6]2)#[N:2].[Cl:24][C:25]1[CH:33]=[CH:32][C:31]([C:34]([F:37])([F:36])[F:35])=[CH:30][C:26]=1[C:27](Cl)=O.C(N(CC)C(C)C)(C)C. The catalyst is C(#N)C. The product is [Cl:24][C:25]1[CH:33]=[CH:32][C:31]([C:34]([F:35])([F:36])[F:37])=[CH:30][C:26]=1[C:27]1[O:15][N:14]=[C:13]([CH2:12][N:8]2[C:9]3[C:5](=[C:4]([C:20]([F:22])([F:23])[F:21])[C:3]([C:1]#[N:2])=[CH:11][CH:10]=3)[CH:6]=[C:7]2[CH2:17][CH2:18][CH3:19])[N:16]=1. The yield is 0.160. (4) The reactants are [C:1]([O:5][C:6]([NH:8][C@@H:9]([CH2:14][CH2:15][S:16][CH3:17])[C:10](OC)=[O:11])=[O:7])([CH3:4])([CH3:3])[CH3:2].[NH2:18][OH:19]. The catalyst is O1CCOCC1.C(OCC)(=O)C. The product is [OH:19][NH:18][C:10](=[O:11])[C@@H:9]([NH:8][C:6](=[O:7])[O:5][C:1]([CH3:4])([CH3:3])[CH3:2])[CH2:14][CH2:15][S:16][CH3:17]. The yield is 0.330. (5) The reactants are [NH2:1][C@@H:2]([CH2:28][CH:29]([CH3:31])[CH3:30])[C:3]([N:5]1[CH2:10][CH2:9][CH2:8][CH:7]([N:11]([CH:25]2[CH2:27][CH2:26]2)[S:12]([C:15]2[CH:20]=[CH:19][CH:18]=[C:17]([C:21]([F:24])([F:23])[F:22])[CH:16]=2)(=[O:14])=[O:13])[CH2:6]1)=[O:4].[BH-](O[C:42]([CH3:44])=[O:43])(OC(C)=O)OC(C)=O.[Na+].CCO[C:49]([CH3:51])=O.[CH3:52]O. The catalyst is ClCCCl. The product is [CH:25]1([N:11]([CH:7]2[CH2:8][CH2:9][CH2:10][N:5]([C:3](=[O:4])[C@@H:2]([NH:1][CH2:52][CH:49]([C:42]([CH3:44])=[O:43])[CH3:51])[CH2:28][CH:29]([CH3:31])[CH3:30])[CH2:6]2)[S:12]([C:15]2[CH:20]=[CH:19][CH:18]=[C:17]([C:21]([F:23])([F:24])[F:22])[CH:16]=2)(=[O:14])=[O:13])[CH2:26][CH2:27]1. The yield is 0.320. (6) The reactants are [C:1]12([N:6]3[CH:29]=[C:28]4[C:8]([C:9](=[O:30])[CH2:10][C:11]5([CH2:27]4)[CH2:16][CH2:15][N:14](C(OCC4C=CC=CC=4)=O)[CH2:13][CH2:12]5)=[N:7]3)[CH2:5][CH:3]([CH2:4]1)[CH2:2]2.CC1CC=CCC=1. The catalyst is C(OCC)(=O)C.[Pd]. The product is [C:1]12([N:6]3[CH:29]=[C:28]4[C:8]([C:9](=[O:30])[CH2:10][C:11]5([CH2:27]4)[CH2:16][CH2:15][NH:14][CH2:13][CH2:12]5)=[N:7]3)[CH2:2][CH:3]([CH2:5]1)[CH2:4]2. The yield is 1.00. (7) The reactants are [CH3:1][Si](C=[N+]=[N-])(C)C.[N+:8]([C:11]1[CH:12]=[C:13]([CH:36]=[CH:37][CH:38]=1)[CH2:14][C:15]1[C:16](=[O:35])[O:17][C:18]2[CH:28]=[C:27]([O:29][C:30](=[O:34])[N:31]([CH3:33])[CH3:32])[CH:26]=[CH:25][C:19]=2[C:20]=1[CH2:21][C:22]([OH:24])=[O:23])([O-:10])=[O:9].ClCCl.C(O)(=O)C. The catalyst is CO. The product is [CH3:1][O:23][C:22](=[O:24])[CH2:21][C:20]1[C:19]2[CH:25]=[CH:26][C:27]([O:29][C:30](=[O:34])[N:31]([CH3:32])[CH3:33])=[CH:28][C:18]=2[O:17][C:16](=[O:35])[C:15]=1[CH2:14][C:13]1[CH:36]=[CH:37][CH:38]=[C:11]([N+:8]([O-:10])=[O:9])[CH:12]=1. The yield is 0.940. (8) The reactants are [Cl:1][C:2]1[CH:23]=[C:22]([Cl:24])[CH:21]=[CH:20][C:3]=1[CH2:4][NH:5][C:6]([C:8]1[C:9]([O:16][CH:17]([CH3:19])[CH3:18])=[N:10][N:11]([CH2:13][CH2:14][OH:15])[CH:12]=1)=[O:7].[CH2:25]([O:27][C:28]1[C:29](O)=[C:30]([CH2:34][C:35]([O:37]C)=[O:36])[CH:31]=[CH:32][CH:33]=1)[CH3:26].C(P(CCCC)CCCC)CCC.N(C(N1CCCCC1)=O)=NC(N1CCCCC1)=O. The catalyst is O1CCCC1. The product is [Cl:1][C:2]1[CH:23]=[C:22]([Cl:24])[CH:21]=[CH:20][C:3]=1[CH2:4][NH:5][C:6]([C:8]1[C:9]([O:16][CH:17]([CH3:19])[CH3:18])=[N:10][N:11]([CH2:13][CH2:14][O:15][C:29]2[C:28]([O:27][CH2:25][CH3:26])=[CH:33][CH:32]=[CH:31][C:30]=2[CH2:34][C:35]([OH:37])=[O:36])[CH:12]=1)=[O:7]. The yield is 0.700. (9) The reactants are [CH2:1]([O:8][C:9]1[C:10]([F:32])=[C:11]([C:28]([F:31])=[CH:29][CH:30]=1)[CH2:12][C:13]1[C:21]2[C:16](=[N:17][CH:18]=[C:19]([C:22]3[CH:23]=[N:24][CH:25]=[CH:26][CH:27]=3)[CH:20]=2)[NH:15][CH:14]=1)[C:2]1[CH:7]=[CH:6][CH:5]=[CH:4][CH:3]=1.[H-].[Na+].[CH:35]([Si:38](Cl)([CH:42]([CH3:44])[CH3:43])[CH:39]([CH3:41])[CH3:40])([CH3:37])[CH3:36].O. The catalyst is O1CCCC1. The product is [CH2:1]([O:8][C:9]1[C:10]([F:32])=[C:11]([C:28]([F:31])=[CH:29][CH:30]=1)[CH2:12][C:13]1[C:21]2[C:16](=[N:17][CH:18]=[C:19]([C:22]3[CH:23]=[N:24][CH:25]=[CH:26][CH:27]=3)[CH:20]=2)[N:15]([Si:38]([CH:42]([CH3:44])[CH3:43])([CH:39]([CH3:41])[CH3:40])[CH:35]([CH3:37])[CH3:36])[CH:14]=1)[C:2]1[CH:7]=[CH:6][CH:5]=[CH:4][CH:3]=1. The yield is 0.890. (10) The product is [Cl:1][C:2]1[C:3]([CH3:9])=[C:4]([N+:10]([O-:12])=[O:11])[C:5]([NH2:8])=[N:6][CH:7]=1. The yield is 0.583. The catalyst is S(=O)(=O)(O)O. The reactants are [Cl:1][C:2]1[C:3]([CH3:9])=[CH:4][C:5]([NH2:8])=[N:6][CH:7]=1.[N+:10]([O-])([OH:12])=[O:11].[OH-].[NH4+].